From a dataset of Catalyst prediction with 721,799 reactions and 888 catalyst types from USPTO. Predict which catalyst facilitates the given reaction. Reactant: C(O)C.[F:4][C:5]1[C:13]([F:14])=[C:12]([F:15])[CH:11]=[C:10]2[C:6]=1[CH:7]=[C:8]([C@H:16]1[CH2:21][CH2:20][C@H:19]([CH2:22][CH2:23][CH3:24])[CH2:18][CH2:17]1)[CH2:9]2.[H][H]. Product: [F:4][C:5]1[C:13]([F:14])=[C:12]([F:15])[CH:11]=[C:10]2[C:6]=1[CH2:7][CH:8]([C@H:16]1[CH2:21][CH2:20][C@H:19]([CH2:22][CH2:23][CH3:24])[CH2:18][CH2:17]1)[CH2:9]2. The catalyst class is: 849.